Dataset: Catalyst prediction with 721,799 reactions and 888 catalyst types from USPTO. Task: Predict which catalyst facilitates the given reaction. (1) Reactant: C([O:3][C:4]([O:6][C@H:7]([CH2:11][CH2:12][CH2:13][C:14]1[CH:19]=[CH:18][C:17]([O:20][CH2:21][C:22]2[N:23]=[C:24]([C:28]3[CH:33]=[CH:32][CH:31]=[CH:30][CH:29]=3)[S:25][C:26]=2[CH3:27])=[CH:16][CH:15]=1)[C:8]([NH2:10])=[O:9])=O)C.C1CCN2C(=NCCC2)CC1.O.Cl. Product: [CH3:27][C:26]1[S:25][C:24]([C:28]2[CH:33]=[CH:32][CH:31]=[CH:30][CH:29]=2)=[N:23][C:22]=1[CH2:21][O:20][C:17]1[CH:16]=[CH:15][C:14]([CH2:13][CH2:12][CH2:11][C@H:7]2[O:6][C:4](=[O:3])[NH:10][C:8]2=[O:9])=[CH:19][CH:18]=1. The catalyst class is: 8. (2) Reactant: CS(Cl)(=O)=O.[F:6][C:7]([F:37])([F:36])[C:8]1[CH:13]=[C:12]([C:14]2([C:28]([F:31])([F:30])[F:29])[CH2:18][C:17]([C:19]3[CH:24]=[CH:23][C:22]([CH2:25]O)=[C:21]([Br:27])[CH:20]=3)=[N:16][CH2:15]2)[CH:11]=[C:10]([C:32]([F:35])([F:34])[F:33])[N:9]=1.C([N:40](CC)CC)C.N. Product: [F:6][C:7]([F:37])([F:36])[C:8]1[CH:13]=[C:12]([C:14]2([C:28]([F:31])([F:30])[F:29])[CH2:18][C:17]([C:19]3[CH:24]=[CH:23][C:22]([CH2:25][NH2:40])=[C:21]([Br:27])[CH:20]=3)=[N:16][CH2:15]2)[CH:11]=[C:10]([C:32]([F:35])([F:34])[F:33])[N:9]=1. The catalyst class is: 36. (3) Reactant: [NH2:1][C:2]1[C:3]([C:7]2[N:8]([CH2:18][CH3:19])[C:9]3[C:14]([OH:15])=[CH:13][N:12]=[C:11]([Cl:16])[C:10]=3[N:17]=2)=[N:4][O:5][N:6]=1.CN(C=O)C.C(=O)([O-])[O-].[Cs+].[Cs+].[Br:31][CH2:32][CH2:33][CH2:34]Br. Product: [Br:31][CH2:32][CH2:33][CH2:34][O:15][C:14]1[C:9]2[N:8]([CH2:18][CH3:19])[C:7]([C:3]3[C:2]([NH2:1])=[N:6][O:5][N:4]=3)=[N:17][C:10]=2[C:11]([Cl:16])=[N:12][CH:13]=1. The catalyst class is: 6. (4) Reactant: [CH3:1][O:2][C:3](=[O:24])[CH2:4][C:5]1[CH:10]=[C:9]([O:11][C:12]2[CH:17]=[CH:16][C:15]([N+:18]([O-:20])=[O:19])=[CH:14][C:13]=2[CH2:21]O)[CH:8]=[C:7]([Cl:23])[CH:6]=1.P(Br)(Br)[Br:26]. Product: [CH3:1][O:2][C:3](=[O:24])[CH2:4][C:5]1[CH:6]=[C:7]([Cl:23])[CH:8]=[C:9]([O:11][C:12]2[CH:17]=[CH:16][C:15]([N+:18]([O-:20])=[O:19])=[CH:14][C:13]=2[CH2:21][Br:26])[CH:10]=1. The catalyst class is: 57. (5) Reactant: C([O:8][C:9]1[CH:10]=[C:11]([C:17]2[O:18][CH:19]=[C:20](/[CH:22]=[CH:23]/[C:24]([C:26]3[CH:31]=[CH:30][CH:29]=[CH:28][C:27]=3[O:32][CH2:33][CH2:34][CH3:35])=[O:25])[N:21]=2)[CH:12]=[CH:13][C:14]=1[O:15][CH3:16])C1C=CC=CC=1. Product: [OH:8][C:9]1[CH:10]=[C:11]([C:17]2[O:18][CH:19]=[C:20]([CH2:22][CH2:23][C:24]([C:26]3[CH:31]=[CH:30][CH:29]=[CH:28][C:27]=3[O:32][CH2:33][CH2:34][CH3:35])=[O:25])[N:21]=2)[CH:12]=[CH:13][C:14]=1[O:15][CH3:16]. The catalyst class is: 129. (6) Reactant: [CH3:1][C@@H:2]1[CH2:7][CH2:6][CH2:5][NH:4][C@@H:3]1[CH2:8][N:9]1[C:17](=[O:18])[C:16]2[C:11](=[CH:12][CH:13]=[CH:14][CH:15]=2)[C:10]1=[O:19].[F:20][C:21]1[C:29]([F:30])=[CH:28][C:24]([C:25](O)=[O:26])=[C:23]([I:31])[CH:22]=1.C(N(C(C)C)CC)(C)C.CN(C(ON1N=NC2C=CC=NC1=2)=[N+](C)C)C.F[P-](F)(F)(F)(F)F. Product: [F:20][C:21]1[C:29]([F:30])=[CH:28][C:24]([C:25]([N:4]2[CH2:5][CH2:6][CH2:7][C@@H:2]([CH3:1])[C@H:3]2[CH2:8][N:9]2[C:17](=[O:18])[C:16]3[C:11](=[CH:12][CH:13]=[CH:14][CH:15]=3)[C:10]2=[O:19])=[O:26])=[C:23]([I:31])[CH:22]=1. The catalyst class is: 39.